Dataset: Reaction yield outcomes from USPTO patents with 853,638 reactions. Task: Predict the reaction yield, written as a fraction of the theoretical maximum amount of product (1.0 means a 100% yield; for example, 0.34 means a 34% yield). (1) The reactants are [C:1]1(=[O:11])[O:6][C:4](=O)[C:3]2=[CH:7][CH:8]=[CH:9][CH:10]=[C:2]12.[NH2:12][C@H:13]([C:18]1[CH:23]=[CH:22][C:21]([F:24])=[CH:20][CH:19]=1)[CH2:14][C:15]([OH:17])=[O:16].O. The catalyst is CN(C=O)C. The product is [O:11]=[C:1]1[C:2]2[C:3](=[CH:7][CH:8]=[CH:9][CH:10]=2)[C:4](=[O:6])[N:12]1[C@H:13]([C:18]1[CH:19]=[CH:20][C:21]([F:24])=[CH:22][CH:23]=1)[CH2:14][C:15]([OH:17])=[O:16]. The yield is 0.930. (2) The reactants are [CH3:1][S:2]([C:5]1[CH:6]=[C:7]2[C:12](=[CH:13][CH:14]=1)[N:11]=[CH:10][C:9]([CH2:15][C:16]1[CH:17]=[C:18]([CH:23]=[CH:24][N:25]=1)[C:19]([O:21]C)=O)=[CH:8]2)(=[O:4])=[O:3].O[Li].O.Cl.Cl.[Cl:31][C:32]1[C:40]2[C:35](=[CH:36][C:37]([F:43])=[C:38](NC)[CH:39]=2)[NH:34][CH:33]=1.[CH3:44][N:45](C(ON1N=NC2C=CC=NC1=2)=[N+](C)C)C.F[P-](F)(F)(F)(F)F.CCN(CC)CC. The catalyst is C1COCC1.CN(C=O)C.O. The product is [Cl:31][C:32]1[C:40]2[C:35](=[CH:36][C:37]([F:43])=[C:38]([CH2:44][NH:45][C:19](=[O:21])[C:18]3[CH:23]=[CH:24][N:25]=[C:16]([CH2:15][C:9]4[CH:10]=[N:11][C:12]5[C:7]([CH:8]=4)=[CH:6][C:5]([S:2]([CH3:1])(=[O:3])=[O:4])=[CH:14][CH:13]=5)[CH:17]=3)[CH:39]=2)[NH:34][CH:33]=1. The yield is 0.430. (3) The reactants are C([O:4][C@H:5]1[C@@H:19]([O:20]C(=O)C)[C@H:18]([O:24]C(=O)C)[C@@H:17]([CH2:28][O:29]C(=O)C)[O:16][C@@H:6]1[O:7][C:8]1[CH:13]=[CH:12][C:11](I)=[CH:10][C:9]=1[F:15])(=O)C.[N+:33]([C:36]1[CH:37]=[C:38]2[C:42](=[CH:43][CH:44]=1)[NH:41][CH:40]=[CH:39]2)([O-:35])=[O:34]. No catalyst specified. The product is [O:7]([C:8]1[CH:13]=[CH:12][C:11]([N:41]2[C:42]3[C:38](=[CH:37][C:36]([N+:33]([O-:35])=[O:34])=[CH:44][CH:43]=3)[CH:39]=[CH:40]2)=[CH:10][C:9]=1[F:15])[C@H:6]1[O:16][C@H:17]([CH2:28][OH:29])[C@@H:18]([OH:24])[C@H:19]([OH:20])[C@@H:5]1[OH:4]. The yield is 0.520. (4) The reactants are [CH2:1]([C:8]#[N:9])[C:2]1[CH:7]=[CH:6][CH:5]=[CH:4][CH:3]=1.[NH2:10][OH:11].ON=C(N)C1C=CC=CC=1. The catalyst is CCO. The product is [OH:11][N:10]=[C:8]([NH2:9])[CH2:1][C:2]1[CH:7]=[CH:6][CH:5]=[CH:4][CH:3]=1. The yield is 0.819. (5) The reactants are [O:1]=[C:2]1[CH2:7][CH2:6][CH:5]([N:8]2[C:13](=[O:14])[C:12]([CH2:15][C:16]3[CH:21]=[CH:20][C:19]([C:22]4[CH:27]=[CH:26][CH:25]=[CH:24][C:23]=4[C:28]4[NH:32][C:31](=[O:33])[O:30][N:29]=4)=[CH:18][CH:17]=3)=[C:11]([CH2:34][CH2:35][CH3:36])[N:10]3[N:37]=[CH:38][N:39]=[C:9]23)[CH2:4][CH2:3]1.ClC1C=CC=C(C(OO)=[O:48])C=1. The catalyst is C(#N)C.C(OCC)(=O)C. The product is [O:33]=[C:31]1[O:30][N:29]=[C:28]([C:23]2[CH:24]=[CH:25][CH:26]=[CH:27][C:22]=2[C:19]2[CH:18]=[CH:17][C:16]([CH2:15][C:12]3[C:13](=[O:14])[N:8]([CH:5]4[CH2:6][CH2:7][C:2](=[O:48])[O:1][CH2:3][CH2:4]4)[C:9]4[N:10]([N:37]=[CH:38][N:39]=4)[C:11]=3[CH2:34][CH2:35][CH3:36])=[CH:21][CH:20]=2)[NH:32]1. The yield is 0.750.